This data is from NCI-60 drug combinations with 297,098 pairs across 59 cell lines. The task is: Regression. Given two drug SMILES strings and cell line genomic features, predict the synergy score measuring deviation from expected non-interaction effect. (1) Drug 1: CC12CCC3C(C1CCC2=O)CC(=C)C4=CC(=O)C=CC34C. Drug 2: C1C(C(OC1N2C=C(C(=O)NC2=O)F)CO)O. Cell line: MOLT-4. Synergy scores: CSS=71.2, Synergy_ZIP=-1.40, Synergy_Bliss=-3.56, Synergy_Loewe=-5.43, Synergy_HSA=-3.07. (2) Drug 1: C1CCC(C1)C(CC#N)N2C=C(C=N2)C3=C4C=CNC4=NC=N3. Drug 2: CC=C1C(=O)NC(C(=O)OC2CC(=O)NC(C(=O)NC(CSSCCC=C2)C(=O)N1)C(C)C)C(C)C. Cell line: LOX IMVI. Synergy scores: CSS=30.7, Synergy_ZIP=-2.36, Synergy_Bliss=-3.18, Synergy_Loewe=-0.844, Synergy_HSA=-0.765. (3) Drug 1: CC1=C(C=C(C=C1)NC2=NC=CC(=N2)N(C)C3=CC4=NN(C(=C4C=C3)C)C)S(=O)(=O)N.Cl. Drug 2: CS(=O)(=O)C1=CC(=C(C=C1)C(=O)NC2=CC(=C(C=C2)Cl)C3=CC=CC=N3)Cl. Cell line: NCI-H226. Synergy scores: CSS=10.4, Synergy_ZIP=-5.00, Synergy_Bliss=-1.34, Synergy_Loewe=-4.86, Synergy_HSA=-0.162. (4) Drug 1: CCC1=CC2CC(C3=C(CN(C2)C1)C4=CC=CC=C4N3)(C5=C(C=C6C(=C5)C78CCN9C7C(C=CC9)(C(C(C8N6C)(C(=O)OC)O)OC(=O)C)CC)OC)C(=O)OC.C(C(C(=O)O)O)(C(=O)O)O. Drug 2: CCCS(=O)(=O)NC1=C(C(=C(C=C1)F)C(=O)C2=CNC3=C2C=C(C=N3)C4=CC=C(C=C4)Cl)F. Cell line: EKVX. Synergy scores: CSS=32.7, Synergy_ZIP=3.50, Synergy_Bliss=5.06, Synergy_Loewe=-25.6, Synergy_HSA=3.58.